Dataset: Full USPTO retrosynthesis dataset with 1.9M reactions from patents (1976-2016). Task: Predict the reactants needed to synthesize the given product. (1) Given the product [NH2:36][C@H:28]([CH2:29][C:30]1[CH:35]=[CH:34][CH:33]=[CH:32][CH:31]=1)[CH2:27][C:26]([N:23]1[CH2:24][CH2:25][CH:20]([N:13]2[C:14](=[O:19])[C:15]([CH3:18])([CH3:17])[CH2:16][C:11]([C:5]3[CH:6]=[CH:7][C:8]([O:9][CH3:10])=[C:3]([O:2][CH3:1])[CH:4]=3)=[N:12]2)[CH2:21][CH2:22]1)=[O:44], predict the reactants needed to synthesize it. The reactants are: [CH3:1][O:2][C:3]1[CH:4]=[C:5]([C:11]2[CH2:16][C:15]([CH3:18])([CH3:17])[C:14](=[O:19])[N:13]([CH:20]3[CH2:25][CH2:24][N:23]([C:26](=[O:44])[CH2:27][C@H:28]([NH:36]C(=O)OC(C)(C)C)[CH2:29][C:30]4[CH:35]=[CH:34][CH:33]=[CH:32][CH:31]=4)[CH2:22][CH2:21]3)[N:12]=2)[CH:6]=[CH:7][C:8]=1[O:9][CH3:10].FC(F)(F)C(O)=O.C(=O)(O)[O-].[Na+]. (2) Given the product [C:14]1([CH2:13][C:8]2([C:6]([NH:5][C@H:4]([C:3]([OH:28])=[O:2])[CH2:20][C:21]3[CH:22]=[CH:23][C:24]([NH:27][C:39]([C:32]4[C:33]5[C:38](=[CH:37][CH:36]=[CH:35][CH:34]=5)[N:29]=[CH:30][CH:31]=4)=[O:41])=[CH:25][CH:26]=3)=[O:7])[CH2:12][CH2:11][CH2:10][CH2:9]2)[CH:19]=[CH:18][CH:17]=[CH:16][CH:15]=1, predict the reactants needed to synthesize it. The reactants are: C[O:2][C:3](=[O:28])[C@H:4]([CH2:20][C:21]1[CH:26]=[CH:25][C:24]([NH2:27])=[CH:23][CH:22]=1)[NH:5][C:6]([C:8]1([CH2:13][C:14]2[CH:19]=[CH:18][CH:17]=[CH:16][CH:15]=2)[CH2:12][CH2:11][CH2:10][CH2:9]1)=[O:7].[N:29]1[C:38]2[C:33](=[CH:34][CH:35]=[CH:36][CH:37]=2)[C:32]([C:39]([OH:41])=O)=[CH:31][CH:30]=1.CN(C(ON1N=NC2C=CC=CC1=2)=[N+](C)C)C.F[P-](F)(F)(F)(F)F.C(N(C(C)C)CC)(C)C.[OH-].[Na+]. (3) Given the product [F:1][C:2]1[C:19]([NH:20][C:21]([C:23]2[O:24][C:38]([NH:37][C:34]3[CH:35]=[CH:36][C:31]([F:30])=[CH:32][CH:33]=3)=[N:26][N:25]=2)=[O:22])=[C:18]([N+:27]([O-:29])=[O:28])[CH:17]=[CH:16][C:3]=1[O:4][C@@H:5]1[CH2:10][CH2:9][C@H:8]([C:11]([O:13][CH2:14][CH3:15])=[O:12])[CH2:7][CH2:6]1, predict the reactants needed to synthesize it. The reactants are: [F:1][C:2]1[C:19]([NH:20][C:21]([C:23]([NH:25][NH2:26])=[O:24])=[O:22])=[C:18]([N+:27]([O-:29])=[O:28])[CH:17]=[CH:16][C:3]=1[O:4][C@@H:5]1[CH2:10][CH2:9][C@H:8]([C:11]([O:13][CH2:14][CH3:15])=[O:12])[CH2:7][CH2:6]1.[F:30][C:31]1[CH:36]=[CH:35][C:34]([N:37]=[C:38]=S)=[CH:33][CH:32]=1.C(Cl)CCl. (4) Given the product [CH2:1]([O:3][C:4](=[O:29])[CH2:5][C:6]1[CH:11]=[CH:10][C:9]([NH:12][C:13]([NH:15][C:16]2[S:17][C:18]([S:35][C:31]3[NH:30][CH:34]=[CH:33][N:32]=3)=[CH:19][N:20]=2)=[O:14])=[C:8]([C:22]([CH:24]2[CH2:28][CH2:27][CH2:26][CH2:25]2)=[O:23])[CH:7]=1)[CH3:2], predict the reactants needed to synthesize it. The reactants are: [CH2:1]([O:3][C:4](=[O:29])[CH2:5][C:6]1[CH:11]=[CH:10][C:9]([NH:12][C:13]([NH:15][C:16]2[S:17][C:18](Br)=[CH:19][N:20]=2)=[O:14])=[C:8]([C:22]([CH:24]2[CH2:28][CH2:27][CH2:26][CH2:25]2)=[O:23])[CH:7]=1)[CH3:2].[NH:30]1[CH:34]=[CH:33][N:32]=[C:31]1[SH:35]. (5) Given the product [F:1][C:2]1[CH:37]=[CH:36][C:5]([CH2:6][O:7][CH2:8][C:9]([NH:11][CH2:12][CH2:13][CH2:14][C:15]2[CH:20]=[CH:19][C:18]([CH2:21][N:22]([C@@H:23]([CH2:26][C:27]3[C:35]4[C:30](=[CH:31][CH:32]=[CH:33][CH:34]=4)[NH:29][CH:28]=3)[CH2:24][OH:25])[CH2:39][CH2:40][OH:41])=[CH:17][CH:16]=2)=[O:10])=[CH:4][CH:3]=1, predict the reactants needed to synthesize it. The reactants are: [F:1][C:2]1[CH:37]=[CH:36][C:5]([CH2:6][O:7][CH2:8][C:9]([NH:11][CH2:12][CH2:13][CH2:14][C:15]2[CH:20]=[CH:19][C:18]([CH2:21][NH:22][C@@H:23]([CH2:26][C:27]3[C:35]4[C:30](=[CH:31][CH:32]=[CH:33][CH:34]=4)[NH:29][CH:28]=3)[CH2:24][OH:25])=[CH:17][CH:16]=2)=[O:10])=[CH:4][CH:3]=1.Br[CH2:39][CH2:40][OH:41].C([O-])([O-])=O.[K+].[K+]. (6) Given the product [Br:1][C:2]1[S:6][C:5]2[CH:7]=[C:8]([O:11][Si:37]([C:33]([CH3:36])([CH3:35])[CH3:34])([C:44]3[CH:45]=[CH:46][CH:47]=[CH:48][CH:49]=3)[C:38]3[CH:43]=[CH:42][CH:41]=[CH:40][CH:39]=3)[CH:9]=[CH:10][C:4]=2[C:3]=1[O:12][C:13]1[CH:14]=[CH:15][C:16]([O:19][CH2:20][CH2:21][N:22]2[CH2:27][CH2:26][CH2:25][CH2:24][CH2:23]2)=[CH:17][CH:18]=1, predict the reactants needed to synthesize it. The reactants are: [Br:1][C:2]1[S:6][C:5]2[CH:7]=[C:8]([OH:11])[CH:9]=[CH:10][C:4]=2[C:3]=1[O:12][C:13]1[CH:18]=[CH:17][C:16]([O:19][CH2:20][CH2:21][N:22]2[CH2:27][CH2:26][CH2:25][CH2:24][CH2:23]2)=[CH:15][CH:14]=1.N1C=CN=C1.[C:33]([Si:37](Cl)([C:44]1[CH:49]=[CH:48][CH:47]=[CH:46][CH:45]=1)[C:38]1[CH:43]=[CH:42][CH:41]=[CH:40][CH:39]=1)([CH3:36])([CH3:35])[CH3:34]. (7) Given the product [CH:23]1[CH:28]=[C:27]([Cl:29])[C:26]([NH:30][C:31]2[NH:35][CH2:34][CH2:33][N:32]=2)=[C:25]([Cl:36])[CH:24]=1, predict the reactants needed to synthesize it. The reactants are: C1C=CC2C(O)(C3C=CC(Cl)=C(S(N)(=O)=O)C=3)NC(=O)C=2C=1.[CH:23]1[CH:28]=[C:27]([Cl:29])[C:26]([NH:30][C:31]2[NH:35][CH2:34][CH2:33][N:32]=2)=[C:25]([Cl:36])[CH:24]=1.Cl. (8) Given the product [C:14]([O:13][C:3](=[O:12])[CH:4]([C:22]1[CH:23]=[CH:24][C:19]([Br:18])=[CH:20][CH:21]=1)[C:5]([O:7][C:8]([CH3:9])([CH3:10])[CH3:11])=[O:6])([CH3:17])([CH3:16])[CH3:15], predict the reactants needed to synthesize it. The reactants are: [H-].[Na+].[C:3]([O:13][C:14]([CH3:17])([CH3:16])[CH3:15])(=[O:12])[CH2:4][C:5]([O:7][C:8]([CH3:11])([CH3:10])[CH3:9])=[O:6].[Br:18][C:19]1[CH:24]=[CH:23][C:22](I)=[CH:21][CH:20]=1.[NH4+].[Cl-]. (9) Given the product [NH2:11][C:9]1[N:8]=[CH:7][N:6]=[C:5]2[N:4]([CH:12]3[CH2:17][CH2:16][CH2:15][N:14]([CH3:18])[CH2:13]3)[N:3]=[C:2]([C:32]3[CH:31]=[CH:30][C:29]([NH:28][C:26]4[O:27][C:23]5[C:22]([CH3:45])=[CH:21][C:20]([CH3:19])=[CH:44][C:24]=5[N:25]=4)=[CH:34][CH:33]=3)[C:10]=12, predict the reactants needed to synthesize it. The reactants are: I[C:2]1[C:10]2[C:5](=[N:6][CH:7]=[N:8][C:9]=2[NH2:11])[N:4]([CH:12]2[CH2:17][CH2:16][CH2:15][N:14]([CH3:18])[CH2:13]2)[N:3]=1.[CH3:19][C:20]1[CH:21]=[C:22]([CH3:45])[C:23]2[O:27][C:26]([NH:28][C:29]3[CH:34]=[CH:33][C:32](B4OC(C)(C)C(C)(C)O4)=[CH:31][CH:30]=3)=[N:25][C:24]=2[CH:44]=1.C(=O)([O-])[O-].[Na+].[Na+].